Dataset: Experimentally validated miRNA-target interactions with 360,000+ pairs, plus equal number of negative samples. Task: Binary Classification. Given a miRNA mature sequence and a target amino acid sequence, predict their likelihood of interaction. The miRNA is mmu-miR-3071-5p with sequence ACUCAUUUGAGACGAUGAUGGA. The protein sequence of the target gene is MQLTRCCFVFLVQGSLYLVICGQDDGPPGSEDPERDDHEGQPRPRVPRKRGHISPKSRPMANSTLLGLLAPPGEAWGILGQPPNRPNHSPPPSAKVKKIFGWGDFYSNIKTVALNLLVTGKIVDHGNGTFSVHFQHNATGQGNISISLVPPSKAVEFHQEQQIFIEAKASKIFNCRMEWEKVERGRRTSLCTHDPAKICSRDHAQSSATWSCSQPFKVVCVYIAFYSTDYRLVQKVCPDYNYHSDTPYYPSG. Result: 0 (no interaction).